From a dataset of Full USPTO retrosynthesis dataset with 1.9M reactions from patents (1976-2016). Predict the reactants needed to synthesize the given product. (1) Given the product [CH2:1]([O:8][C:9]1[C:10]([O:18][CH3:19])=[CH:11][C:12]([B:20]([OH:25])[OH:21])=[C:13]([O:15][CH3:16])[CH:14]=1)[C:2]1[CH:7]=[CH:6][CH:5]=[CH:4][CH:3]=1, predict the reactants needed to synthesize it. The reactants are: [CH2:1]([O:8][C:9]1[CH:14]=[C:13]([O:15][CH3:16])[C:12](Br)=[CH:11][C:10]=1[O:18][CH3:19])[C:2]1[CH:7]=[CH:6][CH:5]=[CH:4][CH:3]=1.[B:20](OC(C)C)([O:25]C(C)C)[O:21]C(C)C. (2) Given the product [C:1]([O:5][C:6](=[O:16])[NH:7][C:8]1[CH:13]=[N:12][C:11]([CH2:14][S:18][CH3:17])=[CH:10][N:9]=1)([CH3:4])([CH3:3])[CH3:2], predict the reactants needed to synthesize it. The reactants are: [C:1]([O:5][C:6](=[O:16])[NH:7][C:8]1[CH:13]=[N:12][C:11]([CH2:14]Br)=[CH:10][N:9]=1)([CH3:4])([CH3:3])[CH3:2].[CH3:17][S-:18].[Na+].